This data is from Catalyst prediction with 721,799 reactions and 888 catalyst types from USPTO. The task is: Predict which catalyst facilitates the given reaction. (1) Reactant: [NH2:1][C@@H:2]([C:6]([O:8][C:9]([CH3:12])([CH3:11])[CH3:10])=[O:7])[CH:3]([CH3:5])[CH3:4].O=[CH:14][CH2:15][NH:16][C:17](=[O:23])[O:18][C:19]([CH3:22])([CH3:21])[CH3:20].[BH4-].[Na+]. Product: [C:19]([O:18][C:17]([NH:16][CH2:15][CH2:14][NH:1][C@@H:2]([C:6]([O:8][C:9]([CH3:10])([CH3:12])[CH3:11])=[O:7])[CH:3]([CH3:5])[CH3:4])=[O:23])([CH3:22])([CH3:21])[CH3:20]. The catalyst class is: 5. (2) Reactant: [NH2:1][C:2]1[C:7]([F:8])=[CH:6][C:5]([C:9]2[CH:10]=[C:11]3[C:17]([C:18]4[CH:23]=[CH:22][CH:21]=[CH:20][C:19]=4[O:24][CH3:25])=[CH:16][N:15](S(C4C=CC(C)=CC=4)(=O)=O)[C:12]3=[N:13][CH:14]=2)=[CH:4][C:3]=1[C:36]([N:38]1[CH2:43][CH2:42][N:41]([CH2:44][CH2:45][N:46]([CH2:49][CH3:50])[CH2:47][CH3:48])[CH2:40][CH2:39]1)=[O:37].Cl.[CH3:52][N:53]([CH2:55][C:56](Cl)=[O:57])[CH3:54].CCN(C(C)C)C(C)C. Product: [CH2:49]([N:46]([CH2:47][CH3:48])[CH2:45][CH2:44][N:41]1[CH2:40][CH2:39][N:38]([C:36]([C:3]2[CH:4]=[C:5]([C:9]3[CH:10]=[C:11]4[C:17]([C:18]5[CH:23]=[CH:22][CH:21]=[CH:20][C:19]=5[O:24][CH3:25])=[CH:16][NH:15][C:12]4=[N:13][CH:14]=3)[CH:6]=[C:7]([F:8])[C:2]=2[NH:1][C:56](=[O:57])[CH2:55][N:53]([CH3:54])[CH3:52])=[O:37])[CH2:43][CH2:42]1)[CH3:50]. The catalyst class is: 4.